From a dataset of Full USPTO retrosynthesis dataset with 1.9M reactions from patents (1976-2016). Predict the reactants needed to synthesize the given product. (1) Given the product [CH2:24]([C:15]1([CH2:13][CH3:14])[O:16][C:17](=[O:23])[C:18]([CH3:1])([CH3:22])[C:19](=[O:21])[O:20]1)[CH3:25], predict the reactants needed to synthesize it. The reactants are: [CH2:1](C1(C)OC(=O)C(C)C(=O)O1)C.[CH2:13]([C:15]1([CH2:24][CH3:25])[O:20][C:19](=[O:21])[CH:18]([CH3:22])[C:17](=[O:23])[O:16]1)[CH3:14]. (2) Given the product [Br:11][C:10]1[CH:9]=[N:8][N:5]2[CH:6]=[CH:7][C:2]([Cl:1])=[N:3][C:4]=12, predict the reactants needed to synthesize it. The reactants are: [Cl:1][C:2]1[CH:7]=[CH:6][N:5]2[N:8]=[CH:9][CH:10]=[C:4]2[N:3]=1.[Br:11]N1C(=O)CCC1=O.O. (3) Given the product [O:16]=[C:8]1[N:7]([CH2:6][CH2:5][NH:4][C:17](=[O:19])[CH3:18])[C:11]2[CH:12]=[CH:13][CH:14]=[CH:15][C:10]=2[NH:9]1, predict the reactants needed to synthesize it. The reactants are: [OH-].[Na+].Cl.[NH2:4][CH2:5][CH2:6][N:7]1[C:11]2[CH:12]=[CH:13][CH:14]=[CH:15][C:10]=2[NH:9][C:8]1=[O:16].[C:17](OC(=O)C)(=[O:19])[CH3:18].Cl. (4) The reactants are: [C:1]1([C:7]2[C:18]3[CH2:17][C:16]([CH3:19])=[CH:15][C:14]=3[CH:13]=[C:12]3[C:8]=2[CH2:9][CH2:10][CH2:11]3)[CH:6]=[CH:5][CH:4]=[CH:3][CH:2]=1.C([Li])CCC.Cl[Si:26]([CH:29]1[C:37]2[C:32](=[C:33]([C:38]3[CH:43]=[CH:42][CH:41]=[CH:40][CH:39]=3)[CH:34]=[CH:35][CH:36]=2)[CH:31]=[C:30]1[CH:44]([CH3:46])[CH3:45])([CH3:28])[CH3:27].[Cl-].[NH4+]. Given the product [CH3:27][Si:26]([CH3:28])([CH:11]1[C:12]2[C:8](=[C:7]([C:1]3[CH:2]=[CH:3][CH:4]=[CH:5][CH:6]=3)[C:18]3[CH2:17][C:16]([CH3:19])=[CH:15][C:14]=3[CH:13]=2)[CH2:9][CH2:10]1)[CH:29]1[C:37]2[C:32](=[C:33]([C:38]3[CH:43]=[CH:42][CH:41]=[CH:40][CH:39]=3)[CH:34]=[CH:35][CH:36]=2)[CH:31]=[C:30]1[CH:44]([CH3:45])[CH3:46], predict the reactants needed to synthesize it. (5) Given the product [C:19]1([C@H:25]2[CH2:29][O:28][CH2:27][C@H:26]2[N:12]2[CH:16]=[C:15]([NH2:17])[CH:14]=[N:13]2)[CH:24]=[CH:23][CH:22]=[CH:21][CH:20]=1, predict the reactants needed to synthesize it. The reactants are: CN(C)CCC([N:12]1[CH:16]=[C:15]([NH2:17])[CH:14]=[N:13]1)C1C=CC=CC=1.[C:19]1([C@H:25]2[CH2:29][O:28][CH2:27][C@H:26]2O)[CH:24]=[CH:23][CH:22]=[CH:21][CH:20]=1. (6) Given the product [NH2:7][C:8]1[CH:13]=[CH:12][C:11]([O:14][C:15]2[CH:20]=[CH:19][C:18]([NH:21][C:22]([C:24]3[S:25][CH:26]=[CH:27][CH:28]=3)=[O:23])=[CH:17][C:16]=2[NH:29][C:30]2[C:31]3[CH:39]=[CH:38][C:37]([CH:40]([CH3:41])[CH3:42])=[N:36][C:32]=3[N:33]=[CH:34][N:35]=2)=[CH:10][CH:9]=1, predict the reactants needed to synthesize it. The reactants are: C(OC(=O)[NH:7][C:8]1[CH:13]=[CH:12][C:11]([O:14][C:15]2[CH:20]=[CH:19][C:18]([NH:21][C:22]([C:24]3[S:25][CH:26]=[CH:27][CH:28]=3)=[O:23])=[CH:17][C:16]=2[NH:29][C:30]2[C:31]3[CH:39]=[CH:38][C:37]([CH:40]([CH3:42])[CH3:41])=[N:36][C:32]=3[N:33]=[CH:34][N:35]=2)=[CH:10][CH:9]=1)(C)(C)C. (7) Given the product [ClH:13].[NH2:1][C@@H:2]1[CH2:7][CH2:6][C@H:5]([C:8]([O:10][CH3:15])=[O:9])[CH2:4][CH2:3]1, predict the reactants needed to synthesize it. The reactants are: [NH2:1][C@@H:2]1[CH2:7][CH2:6][C@H:5]([C:8]([OH:10])=[O:9])[CH2:4][CH2:3]1.S(Cl)([Cl:13])=O.[CH3:15]O. (8) Given the product [CH3:21][N:22]1[CH2:23][CH2:24][N:25]([C:28]2[CH:33]=[CH:32][C:31]([NH:34][C:2]3[N:3]=[C:4]([O:11][C:12]4[CH:17]=[CH:16][CH:15]=[C:14]([N+:18]([O-:20])=[O:19])[CH:13]=4)[C:5]4[S:10][CH:9]=[CH:8][C:6]=4[N:7]=3)=[CH:30][CH:29]=2)[CH2:26][CH2:27]1, predict the reactants needed to synthesize it. The reactants are: Cl[C:2]1[N:3]=[C:4]([O:11][C:12]2[CH:17]=[CH:16][CH:15]=[C:14]([N+:18]([O-:20])=[O:19])[CH:13]=2)[C:5]2[S:10][CH:9]=[CH:8][C:6]=2[N:7]=1.[CH3:21][N:22]1[CH2:27][CH2:26][N:25]([C:28]2[CH:33]=[CH:32][C:31]([NH2:34])=[CH:30][CH:29]=2)[CH2:24][CH2:23]1.FC(F)(F)C(O)=O. (9) Given the product [CH2:1]([O:4][C:5]1[CH:10]=[CH:9][C:8]([C:11]2[C:15]([C:16]([OH:18])=[O:17])=[C:14]([CH3:21])[O:13][N:12]=2)=[CH:7][CH:6]=1)[CH:2]=[CH2:3], predict the reactants needed to synthesize it. The reactants are: [CH2:1]([O:4][C:5]1[CH:10]=[CH:9][C:8]([C:11]2[C:15]([C:16]([O:18]CC)=[O:17])=[C:14]([CH3:21])[O:13][N:12]=2)=[CH:7][CH:6]=1)[CH:2]=[CH2:3].C1COCC1.O.[Li+].[OH-].